This data is from Peptide-MHC class I binding affinity with 185,985 pairs from IEDB/IMGT. The task is: Regression. Given a peptide amino acid sequence and an MHC pseudo amino acid sequence, predict their binding affinity value. This is MHC class I binding data. The peptide sequence is KSINKVYGK. The MHC is Mamu-A11 with pseudo-sequence Mamu-A11. The binding affinity (normalized) is 0.00199.